This data is from Catalyst prediction with 721,799 reactions and 888 catalyst types from USPTO. The task is: Predict which catalyst facilitates the given reaction. (1) Reactant: [NH2:1][C:2]1[C:7](Br)=[CH:6][C:5]([CH2:9][CH2:10][C:11]([O:13][CH3:14])=[O:12])=[C:4]([CH3:15])[CH:3]=1.[CH3:16][N:17]1[C:25]2[C:20](=[CH:21][C:22](B(O)O)=[CH:23][CH:24]=2)[CH:19]=[N:18]1.C(=O)([O-])[O-].[Cs+].[Cs+].C(Cl)Cl. Product: [NH2:1][C:2]1[C:7]([C:22]2[CH:21]=[C:20]3[C:25](=[CH:24][CH:23]=2)[N:17]([CH3:16])[N:18]=[CH:19]3)=[CH:6][C:5]([CH2:9][CH2:10][C:11]([O:13][CH3:14])=[O:12])=[C:4]([CH3:15])[CH:3]=1. The catalyst class is: 872. (2) Reactant: [C:1]([O:5][C:6]([N:8]1[CH2:12][C@@H:11]([OH:13])[CH2:10][C@@H:9]1[C:14]([OH:16])=[O:15])=[O:7])([CH3:4])([CH3:3])[CH3:2].CC1(C)N([O])C(C)(C)CCC1.[O-]Cl.[Na+]. Product: [C:1]([O:5][C:6]([N:8]1[CH2:12][C:11](=[O:13])[CH2:10][C@H:9]1[C:14]([OH:16])=[O:15])=[O:7])([CH3:4])([CH3:2])[CH3:3]. The catalyst class is: 480. (3) Reactant: [H-].[Na+].CN([CH:6]=[C:7]([C:11]1[CH:31]=[CH:30][C:14]([O:15][CH2:16][CH2:17][CH2:18][N:19]2[C:27](=[O:28])[C:26]3[C:21](=[CH:22][CH:23]=[CH:24][CH:25]=3)[C:20]2=[O:29])=[CH:13][CH:12]=1)[C:8](=O)[CH3:9])C.[C:32]([CH2:34][C:35]([NH2:37])=[O:36])#[N:33].CO. Product: [O:28]=[C:27]1[C:26]2[C:21](=[CH:22][CH:23]=[CH:24][CH:25]=2)[C:20](=[O:29])[N:19]1[CH2:18][CH2:17][CH2:16][O:15][C:14]1[CH:30]=[CH:31][C:11]([C:7]2[CH:6]=[C:34]([C:32]#[N:33])[C:35](=[O:36])[NH:37][C:8]=2[CH3:9])=[CH:12][CH:13]=1. The catalyst class is: 9. (4) Reactant: [F:1][C:2]1[C:11]2[C:6](=[CH:7][CH:8]=[CH:9][CH:10]=2)[C:5]([O:12][CH2:13][C:14]2[CH:19]=[CH:18][C:17]([C:20]([F:23])([F:22])[F:21])=[CH:16][CH:15]=2)=[C:4]([C:24]([O:26]C)=[O:25])[CH:3]=1.[OH-].[Na+].Cl. Product: [F:1][C:2]1[C:11]2[C:6](=[CH:7][CH:8]=[CH:9][CH:10]=2)[C:5]([O:12][CH2:13][C:14]2[CH:15]=[CH:16][C:17]([C:20]([F:23])([F:21])[F:22])=[CH:18][CH:19]=2)=[C:4]([C:24]([OH:26])=[O:25])[CH:3]=1. The catalyst class is: 87. (5) Reactant: [F:1][C:2]1[C:19]([N:20]2[CH2:25][CH2:24][N:23]([C:26]3[CH:27]=[N:28][C:29]([N:32]4[CH2:35][CH:34]([O:36][CH3:37])[CH2:33]4)=[N:30][CH:31]=3)[CH2:22][CH2:21]2)=[CH:18][CH:17]=[CH:16][C:3]=1[CH2:4][N:5]1C(=O)C2C(=CC=CC=2)C1=O.O.NN. Product: [F:1][C:2]1[C:19]([N:20]2[CH2:25][CH2:24][N:23]([C:26]3[CH:27]=[N:28][C:29]([N:32]4[CH2:33][CH:34]([O:36][CH3:37])[CH2:35]4)=[N:30][CH:31]=3)[CH2:22][CH2:21]2)=[CH:18][CH:17]=[CH:16][C:3]=1[CH2:4][NH2:5]. The catalyst class is: 14. (6) Reactant: CN(C=O)C.[C:6]1([C:12]2[CH:13]=[CH:14][C:15]3[N:16]([C:18]([CH2:21][NH:22][C:23]4[CH:24]=[CH:25][N:26]=[C:27]5[C:32]=4[N:31]=[CH:30][C:29]([OH:33])=[CH:28]5)=[N:19][N:20]=3)[N:17]=2)[CH:11]=[CH:10][CH:9]=[CH:8][CH:7]=1.Cl[C:35]([F:40])([F:39])C([O-])=O.[Na+].C(=O)([O-])[O-].[Cs+].[Cs+]. Product: [F:39][CH:35]([F:40])[O:33][C:29]1[CH:28]=[C:27]2[C:32]([C:23]([NH:22][CH2:21][C:18]3[N:16]4[N:17]=[C:12]([C:6]5[CH:7]=[CH:8][CH:9]=[CH:10][CH:11]=5)[CH:13]=[CH:14][C:15]4=[N:20][N:19]=3)=[CH:24][CH:25]=[N:26]2)=[N:31][CH:30]=1. The catalyst class is: 6.